This data is from Forward reaction prediction with 1.9M reactions from USPTO patents (1976-2016). The task is: Predict the product of the given reaction. (1) The product is: [F:17][C:18]([F:31])([F:30])[S:19]([O:8][C:6]1[CH:5]=[C:4]([CH3:9])[N:3]=[C:2]([CH3:1])[CH:7]=1)(=[O:21])=[O:20]. Given the reactants [CH3:1][C:2]1[CH:7]=[C:6]([OH:8])[CH:5]=[C:4]([CH3:9])[N:3]=1.C(N(CC)CC)C.[F:17][C:18]([F:31])([F:30])[S:19](O[S:19]([C:18]([F:31])([F:30])[F:17])(=[O:21])=[O:20])(=[O:21])=[O:20], predict the reaction product. (2) Given the reactants [Cl:1][C:2]1[N:7]2[N:8]=[C:9]([CH3:11])[CH:10]=[C:6]2[N:5]=[C:4]([NH2:12])[CH:3]=1.[F:13][C:14]([F:25])([F:24])[C:15]1[CH:23]=[CH:22][C:18]([C:19](Cl)=[O:20])=[CH:17][N:16]=1.CN1C(=O)CCC1, predict the reaction product. The product is: [Cl:1][C:2]1[N:7]2[N:8]=[C:9]([CH3:11])[CH:10]=[C:6]2[N:5]=[C:4]([NH:12][C:19](=[O:20])[C:18]2[CH:22]=[CH:23][C:15]([C:14]([F:25])([F:13])[F:24])=[N:16][CH:17]=2)[CH:3]=1.